From a dataset of Forward reaction prediction with 1.9M reactions from USPTO patents (1976-2016). Predict the product of the given reaction. (1) Given the reactants [Cl:1][C:2]1[CH:7]=[CH:6][C:5]([N+:8]([O-:10])=[O:9])=[CH:4][C:3]=1[C:11]1[C:24](=[O:25])[N:23]([O:26][CH3:27])[C:14]2[N:15]=[C:16](S(C)(=O)=O)[N:17]=[CH:18][C:13]=2[CH:12]=1.[CH3:28][N:29]([CH3:33])[CH2:30][CH2:31][NH2:32].Cl, predict the reaction product. The product is: [Cl:1][C:2]1[CH:7]=[CH:6][C:5]([N+:8]([O-:10])=[O:9])=[CH:4][C:3]=1[C:11]1[C:24](=[O:25])[N:23]([O:26][CH3:27])[C:14]2[N:15]=[C:16]([NH:32][CH2:31][CH2:30][N:29]([CH3:33])[CH3:28])[N:17]=[CH:18][C:13]=2[CH:12]=1. (2) The product is: [C:21]([N:20]([CH2:18][CH3:19])[C:10]([C:7]1[CH:6]=[C:5]([O:13][CH2:14][CH:15]2[CH2:17][CH2:16]2)[C:4]([CH:1]2[CH2:2][CH2:3]2)=[CH:9][N:8]=1)=[O:12])([CH3:24])([CH3:23])[CH3:22]. Given the reactants [CH:1]1([C:4]2[C:5]([O:13][CH2:14][CH:15]3[CH2:17][CH2:16]3)=[CH:6][C:7]([C:10]([OH:12])=O)=[N:8][CH:9]=2)[CH2:3][CH2:2]1.[CH2:18]([NH:20][C:21]([CH3:24])([CH3:23])[CH3:22])[CH3:19], predict the reaction product. (3) Given the reactants [CH:1]1[C:6]([F:7])=[CH:5][C:4]([F:8])=[C:3]([C:9]([OH:22])([CH2:16][N:17]2[N:21]=[CH:20][N:19]=[CH:18]2)[CH2:10][N:11]2[N:15]=[CH:14][N:13]=[CH:12]2)[CH:2]=1.[C:35](O)(=O)[CH2:36][CH2:37][CH2:38][CH2:39][CH2:40]CC/C=C\CC[CH2:35][CH2:36][CH2:37][CH2:38][CH2:39][CH3:40], predict the reaction product. The product is: [CH:1]1[C:6]([F:7])=[CH:5][C:4]([F:8])=[C:3]([C:9]([OH:22])([CH2:10][N:11]2[N:15]=[CH:14][N:13]=[CH:12]2)[CH2:16][N:17]2[N:21]=[CH:20][N:19]=[CH:18]2)[CH:2]=1.[CH:35]1[CH:36]=[CH:37][CH:38]=[CH:39][CH:40]=1. (4) Given the reactants [CH3:1][NH2:2].CO.Cl[C:6]1[N:7]=[C:8]([C:16]2[CH:21]=[CH:20][C:19]([C:22]([F:25])([F:24])[F:23])=[CH:18][CH:17]=2)[C:9]2[CH:14]=[C:13]([CH3:15])[S:12][C:10]=2[N:11]=1, predict the reaction product. The product is: [CH3:15][C:13]1[S:12][C:10]2[N:11]=[C:6]([NH:2][CH3:1])[N:7]=[C:8]([C:16]3[CH:21]=[CH:20][C:19]([C:22]([F:25])([F:24])[F:23])=[CH:18][CH:17]=3)[C:9]=2[CH:14]=1. (5) Given the reactants O=[C:2]1[CH2:7][CH2:6][N:5]([C@H:8]2[CH2:12][CH2:11][N:10]([C:13]([O:15][C:16]([CH3:19])([CH3:18])[CH3:17])=[O:14])[CH2:9]2)[CH2:4][CH2:3]1.C([O-])(=O)C.[NH4+:24].[BH4-].[Na+], predict the reaction product. The product is: [NH2:24][CH:2]1[CH2:7][CH2:6][N:5]([C@H:8]2[CH2:12][CH2:11][N:10]([C:13]([O:15][C:16]([CH3:19])([CH3:18])[CH3:17])=[O:14])[CH2:9]2)[CH2:4][CH2:3]1. (6) Given the reactants [CH2:1]1[C:10]2[C:5](=[CH:6][CH:7]=[CH:8][CH:9]=2)[CH2:4][CH2:3][N:2]1[CH2:11][CH2:12][NH2:13].[N+:14]([C:17]1[CH:26]=[C:25]2[C:20]([CH2:21][CH2:22][CH2:23][C:24]2=O)=[CH:19][CH:18]=1)([O-:16])=[O:15].C(O)(C(F)(F)F)=O, predict the reaction product. The product is: [CH2:1]1[C:10]2[C:5](=[CH:6][CH:7]=[CH:8][CH:9]=2)[CH2:4][CH2:3][N:2]1[CH2:11][CH2:12][N:13]=[C:24]1[C:25]2[C:20](=[CH:19][CH:18]=[C:17]([N+:14]([O-:16])=[O:15])[CH:26]=2)[CH2:21][CH2:22][CH2:23]1. (7) Given the reactants [NH2:1][CH2:2][C@@H:3]([NH:21][C:22](=[O:34])[C:23]1[CH:28]=[CH:27][C:26]([O:29][CH:30]([CH3:32])[CH3:31])=[C:25]([Cl:33])[CH:24]=1)[CH2:4][C:5]1[CH:10]=[CH:9][C:8]([C:11]2[N:12]=[C:13]3[C:18]([Br:19])=[CH:17][CH:16]=[CH:15][N:14]3[CH:20]=2)=[CH:7][CH:6]=1.CC(OC([NH:42][C@@H:43]([C:45](O)=[O:46])[CH3:44])=O)(C)C.CCN=C=NCCCN(C)C.Cl, predict the reaction product. The product is: [NH2:42][C@@H:43]([C:45]([NH:1][CH2:2][C@@H:3]([NH:21][C:22](=[O:34])[C:23]1[CH:28]=[CH:27][C:26]([O:29][CH:30]([CH3:32])[CH3:31])=[C:25]([Cl:33])[CH:24]=1)[CH2:4][C:5]1[CH:10]=[CH:9][C:8]([C:11]2[N:12]=[C:13]3[C:18]([Br:19])=[CH:17][CH:16]=[CH:15][N:14]3[CH:20]=2)=[CH:7][CH:6]=1)=[O:46])[CH3:44]. (8) Given the reactants NC1C(C2C=CC=CC=2)C[N:4]([C:13](OC(C)(C)C)=O)C1.N1C=CC=CC=1OC(OC1C=CC=CN=1)=[S:28].[CH:36]1[C:45]2[C:40](=[CH:41][C:42]([C:46]([NH:48][NH2:49])=O)=[CH:43][CH:44]=2)[CH:39]=[CH:38][N:37]=1, predict the reaction product. The product is: [CH:36]1[C:45]2[C:40](=[CH:41][C:42]([C:46]3[S:28][C:13]([NH2:4])=[N:49][N:48]=3)=[CH:43][CH:44]=2)[CH:39]=[CH:38][N:37]=1. (9) Given the reactants [Cl:1][C:2]1[CH:24]=[C:23]([Cl:25])[CH:22]=[CH:21][C:3]=1[CH2:4][N:5]1[C:9]([CH2:10][CH2:11][C:12](OCC)=[O:13])=[CH:8][C:7]([O:17][CH:18]([CH3:20])[CH3:19])=[N:6]1.[H-].C([Al+]CC(C)C)C(C)C.C(O)C.[Cl-].[NH4+], predict the reaction product. The product is: [Cl:1][C:2]1[CH:24]=[C:23]([Cl:25])[CH:22]=[CH:21][C:3]=1[CH2:4][N:5]1[C:9]([CH2:10][CH2:11][CH2:12][OH:13])=[CH:8][C:7]([O:17][CH:18]([CH3:20])[CH3:19])=[N:6]1. (10) Given the reactants Cl[C:2]1[N:7]=[C:6]([CH3:8])[C:5]([N+:9]([O-:11])=[O:10])=[CH:4][CH:3]=1.[C:12]([Si:16]([C:28]1[CH:33]=[CH:32][CH:31]=[CH:30][CH:29]=1)([C:22]1[CH:27]=[CH:26][CH:25]=[CH:24][CH:23]=1)[O:17][CH2:18][CH2:19][NH:20][CH3:21])([CH3:15])([CH3:14])[CH3:13], predict the reaction product. The product is: [C:12]([Si:16]([C:22]1[CH:27]=[CH:26][CH:25]=[CH:24][CH:23]=1)([C:28]1[CH:33]=[CH:32][CH:31]=[CH:30][CH:29]=1)[O:17][CH2:18][CH2:19][N:20]([CH3:21])[C:2]1[CH:3]=[CH:4][C:5]([N+:9]([O-:11])=[O:10])=[C:6]([CH3:8])[N:7]=1)([CH3:15])([CH3:13])[CH3:14].